Dataset: NCI-60 drug combinations with 297,098 pairs across 59 cell lines. Task: Regression. Given two drug SMILES strings and cell line genomic features, predict the synergy score measuring deviation from expected non-interaction effect. Drug 1: CNC(=O)C1=CC=CC=C1SC2=CC3=C(C=C2)C(=NN3)C=CC4=CC=CC=N4. Drug 2: COC1=C(C=C2C(=C1)N=CN=C2NC3=CC(=C(C=C3)F)Cl)OCCCN4CCOCC4. Cell line: T-47D. Synergy scores: CSS=28.0, Synergy_ZIP=0.789, Synergy_Bliss=8.20, Synergy_Loewe=6.85, Synergy_HSA=7.72.